Dataset: Reaction yield outcomes from USPTO patents with 853,638 reactions. Task: Predict the reaction yield, written as a fraction of the theoretical maximum amount of product (1.0 means a 100% yield; for example, 0.34 means a 34% yield). (1) The product is [N:12]1([CH2:18][CH2:19][CH2:20][NH:21][C:22]2[C:34]3[C:33]4[C:28](=[CH:29][C:30]([C:35]([O:37][CH3:38])=[O:36])=[CH:31][CH:32]=4)[NH:27][C:26]=3[N:25]=[C:24]([CH2:39][C:40]3[CH:45]=[CH:44][CH:43]=[C:42]([C:46](=[N:51][O:52][S:1]([C:4]4[CH:10]=[CH:9][C:7]([CH3:8])=[CH:6][CH:5]=4)(=[O:3])=[O:2])[C:47]([F:50])([F:48])[F:49])[CH:41]=3)[N:23]=2)[CH2:13][CH2:14][CH2:15][CH2:16][CH2:17]1. The yield is 0.990. The catalyst is CN(C)C1C=CN=CC=1.C(Cl)Cl. The reactants are [S:1](Cl)([C:4]1[CH:10]=[CH:9][C:7]([CH3:8])=[CH:6][CH:5]=1)(=[O:3])=[O:2].[N:12]1([CH2:18][CH2:19][CH2:20][NH:21][C:22]2[C:34]3[C:33]4[C:28](=[CH:29][C:30]([C:35]([O:37][CH3:38])=[O:36])=[CH:31][CH:32]=4)[NH:27][C:26]=3[N:25]=[C:24]([CH2:39][C:40]3[CH:45]=[CH:44][CH:43]=[C:42]([C:46](=[N:51][OH:52])[C:47]([F:50])([F:49])[F:48])[CH:41]=3)[N:23]=2)[CH2:17][CH2:16][CH2:15][CH2:14][CH2:13]1.C(N(CC)CC)C. (2) The reactants are C(Cl)Cl.[C:4]([O:8][C:9]([N:11]([CH2:34][C:35]([O:37][C:38]([CH3:41])([CH3:40])[CH3:39])=[O:36])[C:12]1[CH:17]=[CH:16][CH:15]=[C:14]([CH2:18][NH:19][CH2:20][C:21]2[CH:26]=[CH:25][C:24]([C:27]([CH3:33])([CH3:32])[CH2:28][CH2:29][CH2:30][CH3:31])=[CH:23][CH:22]=2)[N:13]=1)=[O:10])([CH3:7])([CH3:6])[CH3:5].[Cl:42][C:43]1[CH:48]=[CH:47][C:46]([S:49](Cl)(=[O:51])=[O:50])=[CH:45][CH:44]=1.C(N(CC)CC)C. The catalyst is O. The product is [C:4]([O:8][C:9]([N:11]([CH2:34][C:35]([O:37][C:38]([CH3:40])([CH3:39])[CH3:41])=[O:36])[C:12]1[CH:17]=[CH:16][CH:15]=[C:14]([CH:18]([S:49]([C:46]2[CH:47]=[CH:48][C:43]([Cl:42])=[CH:44][CH:45]=2)(=[O:51])=[O:50])[NH:19][CH2:20][C:21]2[CH:26]=[CH:25][C:24]([C:27]([CH3:33])([CH3:32])[CH2:28][CH2:29][CH2:30][CH3:31])=[CH:23][CH:22]=2)[N:13]=1)=[O:10])([CH3:7])([CH3:5])[CH3:6]. The yield is 0.620. (3) The reactants are [CH3:1][C:2]1[C:6]2[C:7](=[O:19])[N:8]([CH2:11][CH2:12][N:13]3[CH2:18][CH2:17][O:16][CH2:15][CH2:14]3)[CH2:9][CH2:10][C:5]=2[NH:4][C:3]=1[CH:20]=O.[Br:22][C:23]1[CH:24]=[C:25]2[C:29](=[CH:30][C:31]=1N)[NH:28][C:27](=[O:33])[CH2:26]2. No catalyst specified. The product is [Br:22][C:23]1[CH:24]=[C:25]2[C:29](=[CH:30][CH:31]=1)[NH:28][C:27](=[O:33])[C:26]2=[CH:20][C:3]1[NH:4][C:5]2[CH2:10][CH2:9][N:8]([CH2:11][CH2:12][N:13]3[CH2:14][CH2:15][O:16][CH2:17][CH2:18]3)[C:7](=[O:19])[C:6]=2[C:2]=1[CH3:1]. The yield is 0.398. (4) The reactants are Br[C:2]1[N:7]=[C:6]([NH:8][C:9]2[CH:13]=[C:12]([C:14]([CH3:17])([CH3:16])[CH3:15])[NH:11][N:10]=2)[C:5]([Cl:18])=[CH:4][N:3]=1.[C:19]([NH:23][S:24]([C:27]1[S:28][C:29](B2OC(C)(C)C(C)(C)O2)=[CH:30][CH:31]=1)(=[O:26])=[O:25])([CH3:22])([CH3:21])[CH3:20].C([O-])([O-])=O.[Na+].[Na+]. The catalyst is O1CCOCC1. The product is [C:19]([NH:23][S:24]([C:27]1[S:28][C:29]([C:2]2[N:7]=[C:6]([NH:8][C:9]3[CH:13]=[C:12]([C:14]([CH3:17])([CH3:16])[CH3:15])[NH:11][N:10]=3)[C:5]([Cl:18])=[CH:4][N:3]=2)=[CH:30][CH:31]=1)(=[O:25])=[O:26])([CH3:22])([CH3:20])[CH3:21]. The yield is 0.210. (5) The reactants are [CH2:1]([O:8][C@H:9]1[O:18][C@H:17]2[C@@H:12]([O:13][CH:14]([C:19]3[CH:24]=[CH:23][CH:22]=[CH:21][CH:20]=3)[O:15][CH2:16]2)[C:11](=[CH2:25])[C@@H:10]1[O:26][CH2:27][C:28]1[CH:33]=[CH:32][CH:31]=[CH:30][CH:29]=1)[C:2]1[CH:7]=[CH:6][CH:5]=[CH:4][CH:3]=1.C1C=C(Cl)C=C(C(OO)=[O:42])C=1. The catalyst is C(Cl)Cl. The product is [CH2:1]([O:8][C@H:9]1[O:18][C@H:17]2[C@@H:12]([O:13][CH:14]([C:19]3[CH:20]=[CH:21][CH:22]=[CH:23][CH:24]=3)[O:15][CH2:16]2)[C@@:11]2([CH2:25][O:42]2)[C@@H:10]1[O:26][CH2:27][C:28]1[CH:33]=[CH:32][CH:31]=[CH:30][CH:29]=1)[C:2]1[CH:3]=[CH:4][CH:5]=[CH:6][CH:7]=1. The yield is 0.310. (6) The reactants are [N+:1]([C:4]1[CH:9]=[CH:8][C:7]([C:10]2[O:11][C:12]3[CH:13]=[N:14][CH:15]=[CH:16][C:17]=3[N:18]=2)=[CH:6][CH:5]=1)([O-])=O.[NH4+].[Cl-].O. The catalyst is [Fe].CO. The product is [N:18]1[C:17]2[CH:16]=[CH:15][N:14]=[CH:13][C:12]=2[O:11][C:10]=1[C:7]1[CH:6]=[CH:5][C:4]([NH2:1])=[CH:9][CH:8]=1. The yield is 0.640. (7) The reactants are [CH3:1][O:2][C:3]1[CH:8]=[CH:7][C:6]([SH:9])=[CH:5][CH:4]=1.C(=O)([O-])[O-].[K+].[K+].Cl[C:17]1[C:18]([C:24]([O:26][C:27]([CH3:30])([CH3:29])[CH3:28])=[O:25])=[N:19][C:20]([Cl:23])=[CH:21][CH:22]=1.C(Cl)(Cl)Cl. The catalyst is CN(C)C=O. The product is [Cl:23][C:20]1[N:19]=[C:18]([C:24]([O:26][C:27]([CH3:30])([CH3:29])[CH3:28])=[O:25])[C:17]([S:9][C:6]2[CH:7]=[CH:8][C:3]([O:2][CH3:1])=[CH:4][CH:5]=2)=[CH:22][CH:21]=1. The yield is 0.310. (8) The reactants are Br[C:2]1[CH:10]=[C:9]([O:11][CH3:12])[C:8]([O:13][CH3:14])=[CH:7][C:3]=1[C:4]([OH:6])=[O:5].[C:15](=[O:18])([O-])[O-:16].[Cs+].[Cs+].[NH:21]1[CH:25]=[CH:24][N:23]=[N:22]1.CN[C@@H]1CCCC[C@H]1NC. The catalyst is CCOCC.O.[Cu](I)I.CN(C=O)C. The product is [CH3:15][O:18][C:7]1[C:8]([O:13][CH3:14])=[CH:9][CH:10]=[C:2]([N:22]2[N:23]=[CH:24][CH:25]=[N:21]2)[C:3]=1[C:4]([OH:6])=[O:5].[CH3:12][O:11][C:9]1[C:8]([O:13][CH3:14])=[CH:7][CH:3]=[C:2]([N:21]2[CH:25]=[CH:24][N:23]=[N:22]2)[C:10]=1[C:15]([OH:16])=[O:18]. The yield is 0.600. (9) The reactants are Br[C:2]1[CH:7]=[CH:6][C:5]([C:8]2[NH:9][C:10](=[O:19])[C:11]3[C:16]([CH:17]=2)=[C:15]([CH3:18])[CH:14]=[CH:13][CH:12]=3)=[CH:4][CH:3]=1.[CH3:20][N:21](C=O)C. The catalyst is [C-]#N.[Zn+2].[C-]#N.C1C=CC([P]([Pd]([P](C2C=CC=CC=2)(C2C=CC=CC=2)C2C=CC=CC=2)([P](C2C=CC=CC=2)(C2C=CC=CC=2)C2C=CC=CC=2)[P](C2C=CC=CC=2)(C2C=CC=CC=2)C2C=CC=CC=2)(C2C=CC=CC=2)C2C=CC=CC=2)=CC=1. The product is [CH3:18][C:15]1[CH:14]=[CH:13][CH:12]=[C:11]2[C:16]=1[CH:17]=[C:8]([C:5]1[CH:6]=[CH:7][C:2]([C:20]#[N:21])=[CH:3][CH:4]=1)[NH:9][C:10]2=[O:19]. The yield is 0.790. (10) The yield is 1.00. The product is [Cl:1][C:2]1[NH:3][C:4]([NH2:12])=[C:5]2[C:9]([N:10]=1)=[N:8][CH:7]=[N:6]2. The catalyst is C(O)(C)C. The reactants are [Cl:1][C:2]1[NH:3][C:4](Cl)=[C:5]2[C:9]([N:10]=1)=[N:8][CH:7]=[N:6]2.[NH3:12].